From a dataset of Full USPTO retrosynthesis dataset with 1.9M reactions from patents (1976-2016). Predict the reactants needed to synthesize the given product. (1) Given the product [CH3:21][S:22]([C:25]1[CH:26]=[C:27]2[C:31](=[CH:32][CH:33]=1)[N:30]([C:34]1[N:35]=[CH:36][N:37]=[C:38]([O:40][CH:41]3[CH2:46][CH2:45][N:44]([C:11]([O:13][CH2:14][CH2:15][F:16])=[O:12])[CH2:43][CH2:42]3)[CH:39]=1)[CH2:29][CH2:28]2)(=[O:24])=[O:23], predict the reactants needed to synthesize it. The reactants are: C(N(C(C)C)CC)(C)C.Cl[C:11]([O:13][CH2:14][CH2:15][F:16])=[O:12].ClCCl.Cl.[CH3:21][S:22]([C:25]1[CH:26]=[C:27]2[C:31](=[CH:32][CH:33]=1)[N:30]([C:34]1[CH:39]=[C:38]([O:40][CH:41]3[CH2:46][CH2:45][NH:44][CH2:43][CH2:42]3)[N:37]=[CH:36][N:35]=1)[CH2:29][CH2:28]2)(=[O:24])=[O:23]. (2) Given the product [Cl:1][C:2]1[C:3]([N:8]2[C:12]([C:13]3[O:15][C:31](=[O:32])[C:30]4[C:29]5[NH:28][N:27]=[CH:26][C:25]=5[CH:24]=[C:23]([CH3:34])[C:22]=4[N:21]=3)=[CH:11][C:10]([O:16][CH3:17])=[N:9]2)=[N:4][CH:5]=[CH:6][CH:7]=1, predict the reactants needed to synthesize it. The reactants are: [Cl:1][C:2]1[C:3]([N:8]2[C:12]([C:13]([OH:15])=O)=[CH:11][C:10]([O:16][CH3:17])=[N:9]2)=[N:4][CH:5]=[CH:6][CH:7]=1.C(#N)C.[NH2:21][C:22]1[C:30]([C:31](O)=[O:32])=[C:29]2[C:25]([CH:26]=[N:27][NH:28]2)=[CH:24][C:23]=1[CH3:34].S(Cl)(C)(=O)=O. (3) Given the product [CH2:49]([O:51][C:52](=[O:98])[CH2:53][CH2:54][CH2:55][O:56][C:57]1[CH:62]=[CH:61][CH:60]=[C:59]([CH2:63][CH2:64][CH2:65][CH2:66][CH2:67][CH2:68][O:69][C:70]2[CH:75]=[C:74]([C:76](=[O:89])[NH:77][CH2:78][C:79]3[CH:84]=[CH:83][CH:82]=[CH:81][C:80]=3[O:85][CH:86]([F:88])[F:87])[CH:73]=[C:72]([C:104]3[CH:103]=[CH:102][C:101]4[O:100][CH2:99][O:107][C:106]=4[CH:105]=3)[CH:71]=2)[C:58]=1[CH2:91][CH2:92][C:93]([O:95][CH2:96][CH3:97])=[O:94])[CH3:50], predict the reactants needed to synthesize it. The reactants are: C(OC(=O)CCCOC1C=CC=C(CCCCCCOC2C=C(C3C=CC(F)=C(F)C=3)C=C(C(=O)N(C)C)C=2)C=1CCC(OCC)=O)C.[CH2:49]([O:51][C:52](=[O:98])[CH2:53][CH2:54][CH2:55][O:56][C:57]1[CH:62]=[CH:61][CH:60]=[C:59]([CH2:63][CH2:64][CH2:65][CH2:66][CH2:67][CH2:68][O:69][C:70]2[CH:75]=[C:74]([C:76](=[O:89])[NH:77][CH2:78][C:79]3[CH:84]=[CH:83][CH:82]=[CH:81][C:80]=3[O:85][CH:86]([F:88])[F:87])[CH:73]=[C:72](Br)[CH:71]=2)[C:58]=1[CH2:91][CH2:92][C:93]([O:95][CH2:96][CH3:97])=[O:94])[CH3:50].[CH2:99]1[O:107][C:106]2[CH:105]=[CH:104][C:103](B(O)O)=[CH:102][C:101]=2[O:100]1.C(=O)([O-])[O-].[Cs+].[Cs+]. (4) Given the product [F:29][C:27]([F:30])([F:28])[S:24]([O:23][C:20]1[CH:21]=[CH:22][C:16]2[O:15][CH2:14][CH:13]([CH2:12][NH:35][CH2:31][CH2:32][CH2:33][CH3:34])[O:18][C:17]=2[CH:19]=1)(=[O:26])=[O:25], predict the reactants needed to synthesize it. The reactants are: CC1C=CC(S(O[CH2:12][CH:13]2[O:18][C:17]3[CH:19]=[C:20]([O:23][S:24]([C:27]([F:30])([F:29])[F:28])(=[O:26])=[O:25])[CH:21]=[CH:22][C:16]=3[O:15][CH2:14]2)(=O)=O)=CC=1.[CH2:31]([NH2:35])[CH2:32][CH2:33][CH3:34].